Dataset: Catalyst prediction with 721,799 reactions and 888 catalyst types from USPTO. Task: Predict which catalyst facilitates the given reaction. (1) The catalyst class is: 17. Product: [NH2:18][C:17]1[N:16]=[C:14]([NH2:34])[C:13]2[N:12]=[CH:11][N:10]([C:20]=2[N:19]=1)[C@@H:1]1[O:9][C@H:6]([CH2:7][OH:8])[C@@H:4]([OH:5])[C@H:2]1[OH:3]. Reactant: [C@@H:1]1([N:10]2[C:20]3[N:19]=[C:17]([NH2:18])[NH:16][C:14](=O)[C:13]=3[N:12]=[CH:11]2)[O:9][C@H:6]([CH2:7][OH:8])[C@@H:4]([OH:5])[C@H:2]1[OH:3].FC(F)(F)C(OC(=O)C(F)(F)F)=O.[NH3:34]. (2) Reactant: C([O-])([O-])=O.[Cs+].[Cs+].S([N:17]1[C:25]2[C:20](=[C:21]([CH2:26][N:27]3[C:32]4([CH2:37][CH2:36][NH:35][CH2:34][CH2:33]4)[CH2:31][CH2:30][CH2:29][C:28]3=[O:38])[CH:22]=[CH:23][CH:24]=2)[CH:19]=[CH:18]1)(C1C=CC(C)=CC=1)(=O)=O. Product: [NH:17]1[C:25]2[C:20](=[C:21]([CH2:26][N:27]3[C:32]4([CH2:37][CH2:36][NH:35][CH2:34][CH2:33]4)[CH2:31][CH2:30][CH2:29][C:28]3=[O:38])[CH:22]=[CH:23][CH:24]=2)[CH:19]=[CH:18]1. The catalyst class is: 5. (3) Reactant: [F:1][C:2]([F:42])([F:41])[CH2:3][NH:4][C:5]([C:7]1([CH2:20][CH2:21][CH2:22][CH2:23][N:24]2[CH2:29][CH2:28][N:27]([C:30]3[CH:39]=[CH:38][C:37]4[C:32](=[C:33](Br)[CH:34]=[CH:35][CH:36]=4)[N:31]=3)[CH2:26][CH2:25]2)[C:19]2[CH:18]=[CH:17][CH:16]=[CH:15][C:14]=2[C:13]2[C:8]1=[CH:9][CH:10]=[CH:11][CH:12]=2)=[O:6].[C:43]1(OB(O)O)[CH:48]=[CH:47][CH:46]=[CH:45][CH:44]=1.C(=O)([O-])[O-].[Na+].[Na+]. Product: [F:1][C:2]([F:42])([F:41])[CH2:3][NH:4][C:5]([C:7]1([CH2:20][CH2:21][CH2:22][CH2:23][N:24]2[CH2:29][CH2:28][N:27]([C:30]3[CH:39]=[CH:38][C:37]4[C:32](=[C:33]([C:43]5[CH:48]=[CH:47][CH:46]=[CH:45][CH:44]=5)[CH:34]=[CH:35][CH:36]=4)[N:31]=3)[CH2:26][CH2:25]2)[C:19]2[CH:18]=[CH:17][CH:16]=[CH:15][C:14]=2[C:13]2[C:8]1=[CH:9][CH:10]=[CH:11][CH:12]=2)=[O:6]. The catalyst class is: 11. (4) Product: [C@H:1]1([NH:11][C:12]([C@@H:14]2[CH2:23][C:22]3[C:17](=[CH:18][CH:19]=[CH:20][CH:21]=3)[CH2:16][NH:15]2)=[O:13])[C:10]2[C:5](=[CH:6][CH:7]=[CH:8][CH:9]=2)[CH2:4][CH2:3][CH2:2]1. Reactant: [C@H:1]1([NH:11][C:12]([C@@H:14]2[CH2:23][C:22]3[C:17](=[CH:18][CH:19]=[CH:20][CH:21]=3)[CH2:16][N:15]2C(OC(C)(C)C)=O)=[O:13])[C:10]2[C:5](=[CH:6][CH:7]=[CH:8][CH:9]=2)[CH2:4][CH2:3][CH2:2]1.Cl. The catalyst class is: 2. (5) Product: [CH3:20][C:17]1[CH:16]=[CH:15][C:14]([C:13]2[C:7]3[O:6][CH:5]([CH2:4][NH2:1])[CH2:9][C:8]=3[CH:10]=[CH:11][CH:12]=2)=[CH:19][CH:18]=1. The catalyst class is: 45. Reactant: [N:1]([CH2:4][CH:5]1[CH2:9][C:8]2[CH:10]=[CH:11][CH:12]=[C:13]([C:14]3[CH:19]=[CH:18][C:17]([CH3:20])=[CH:16][CH:15]=3)[C:7]=2[O:6]1)=[N+]=[N-]. (6) Reactant: C(O)(=O)C.[Cl:5][C:6]1[C:29]([Cl:30])=[CH:28][CH:27]=[CH:26][C:7]=1[CH2:8][C:9]1[C:10]([CH3:25])=[N:11][N:12]2[C:17](=[O:18])[CH:16]=[C:15]([C:19]3[CH:24]=[CH:23][N:22]=[CH:21][CH:20]=3)[NH:14][C:13]=12.C(=O)(O)[O-].[Na+]. Product: [Cl:5][C:6]1[C:29]([Cl:30])=[CH:28][CH:27]=[CH:26][C:7]=1[CH2:8][C:9]1[C:10]([CH3:25])=[N:11][N:12]2[C:17]([OH:18])=[CH:16][C:15]([C:19]3[CH:20]=[CH:21][N:22]=[CH:23][CH:24]=3)=[N:14][C:13]=12. The catalyst class is: 24. (7) Product: [CH2:1]([O:3][C:4]([C:6]1([C:9]2[CH:14]=[CH:13][C:12]([C:15]3[CH:20]=[CH:19][C:18]([C:33]4[S:34][C:35]([Cl:41])=[CH:36][C:37]=4[C:38](=[O:39])[NH2:40])=[CH:17][C:16]=3[O:30][CH3:31])=[CH:11][CH:10]=2)[CH2:7][CH2:8]1)=[O:5])[CH3:2]. Reactant: [CH2:1]([O:3][C:4]([C:6]1([C:9]2[CH:14]=[CH:13][C:12]([C:15]3[CH:20]=[CH:19][C:18](B4OC(C)(C)C(C)(C)O4)=[CH:17][C:16]=3[O:30][CH3:31])=[CH:11][CH:10]=2)[CH2:8][CH2:7]1)=[O:5])[CH3:2].Br[C:33]1[S:34][C:35]([Cl:41])=[CH:36][C:37]=1[C:38]([NH2:40])=[O:39].C(=O)([O-])[O-].[Na+].[Na+].O. The catalyst class is: 77. (8) Reactant: [N+:1]([C:4]1[CH:12]=[CH:11][C:7]([C:8]([OH:10])=[O:9])=[CH:6][CH:5]=1)([O-:3])=[O:2].[N+](=[CH2:15])=[N-].CO. Product: [N+:1]([C:4]1[CH:5]=[CH:6][C:7]([C:8]([O:10][CH3:15])=[O:9])=[CH:11][CH:12]=1)([O-:3])=[O:2]. The catalyst class is: 11. (9) Reactant: [Cl:1][C:2]1[CH:7]=[C:6]([C:8]2(C#N)[CH2:12][CH2:11][CH2:10][CH2:9]2)[CH:5]=[CH:4][N:3]=1.O.[C:16]([O-:19])(O)=[O:17].[Na+]. Product: [Cl:1][C:2]1[CH:7]=[C:6]([C:8]2([C:16]([OH:19])=[O:17])[CH2:12][CH2:11][CH2:10][CH2:9]2)[CH:5]=[CH:4][N:3]=1. The catalyst class is: 33. (10) Reactant: [ClH:1].[NH:2]1[CH2:7][CH2:6][CH:5]([CH2:8][N:9]2[CH2:21][CH2:20][N:12]3[N:13]=[C:14]4[C:19]([CH:18]=[CH:17][CH:16]=[CH:15]4)=[C:11]3[C:10]2=[O:22])[CH2:4][CH2:3]1.C(=O)([O-])[O-].[K+].[K+].[F:29][C:30]1[CH:38]=[CH:37][C:33]([CH2:34][CH2:35]Br)=[CH:32][CH:31]=1. Product: [ClH:1].[F:29][C:30]1[CH:38]=[CH:37][C:33]([CH2:34][CH2:35][N:2]2[CH2:7][CH2:6][CH:5]([CH2:8][N:9]3[CH2:21][CH2:20][N:12]4[N:13]=[C:14]5[C:19]([CH:18]=[CH:17][CH:16]=[CH:15]5)=[C:11]4[C:10]3=[O:22])[CH2:4][CH2:3]2)=[CH:32][CH:31]=1. The catalyst class is: 8.